This data is from Forward reaction prediction with 1.9M reactions from USPTO patents (1976-2016). The task is: Predict the product of the given reaction. Given the reactants C([O:4][C:5]1[N:10]=[C:9]([NH:11][CH2:12][C:13]2OC=[CH:16][CH:17]=2)[N:8]=[C:7]([NH:18][C:19]2[CH:24]=[CH:23][CH:22]=[C:21]([C:25]([F:28])([F:27])[F:26])[CH:20]=2)[N:6]=1)C=C.S(=O)(=O)(O)O, predict the reaction product. The product is: [F:26][C:25]1[CH:16]=[CH:17][C:13]([CH2:12][NH:11][C:9]2[N:8]=[C:7]([NH:18][C:19]3[CH:24]=[CH:23][CH:22]=[C:21]([C:25]([F:27])([F:26])[F:28])[CH:20]=3)[N:6]=[C:5]([OH:4])[N:10]=2)=[CH:20][CH:21]=1.